Dataset: Reaction yield outcomes from USPTO patents with 853,638 reactions. Task: Predict the reaction yield, written as a fraction of the theoretical maximum amount of product (1.0 means a 100% yield; for example, 0.34 means a 34% yield). (1) The reactants are [Cl:1][C:2]1[S:6][C:5]([C:7]2[N:11]3[CH2:12][C@H:13]4[NH:17][C@@H:16]([C:10]3=[N:9][N:8]=2)[CH2:15][CH2:14]4)=[CH:4][CH:3]=1.[Cl:18][C:19]1[C:20]([C:28]([F:31])([F:30])[F:29])=[N:21][CH:22]=[CH:23][C:24]=1[C:25](O)=[O:26].C1C=CC2N(O)N=NC=2C=1.CCN=C=NCCCN(C)C.Cl. The catalyst is C(Cl)Cl. The product is [Cl:1][C:2]1[S:6][C:5]([C:7]2[N:11]3[CH2:12][C@H:13]4[N:17]([C:25]([C:24]5[CH:23]=[CH:22][N:21]=[C:20]([C:28]([F:31])([F:29])[F:30])[C:19]=5[Cl:18])=[O:26])[C@@H:16]([C:10]3=[N:9][N:8]=2)[CH2:15][CH2:14]4)=[CH:4][CH:3]=1. The yield is 0.850. (2) The reactants are [CH2:1]1[NH:5][CH2:4][CH:3]2[CH2:6][O:7][CH2:8][CH2:9][CH:2]12.C([O-])([O-])=O.[K+].[K+].[Cl:16][CH2:17][CH2:18][CH2:19]Br. The catalyst is CC(C)=O. The product is [Cl:16][CH2:17][CH2:18][CH2:19][N:5]1[CH2:1][CH:2]2[CH2:9][CH2:8][O:7][CH2:6][CH:3]2[CH2:4]1. The yield is 0.170. (3) The yield is 0.440. The catalyst is C1(C)C=CC=CC=1. The product is [ClH:1].[CH2:31]([CH:15]([CH2:14][N:11]1[CH2:10][CH2:9][C:8]([C:5]2[CH:4]=[CH:3][C:2]([Cl:1])=[CH:7][CH:6]=2)([F:20])[CH2:13][CH2:12]1)[C:16]([O:18][CH3:19])=[O:17])[C:32]1[CH:37]=[CH:36][CH:35]=[CH:34][CH:33]=1. The reactants are [Cl:1][C:2]1[CH:7]=[CH:6][C:5]([C:8]2([F:20])[CH2:13][CH2:12][N:11]([CH2:14][CH2:15][C:16]([O:18][CH3:19])=[O:17])[CH2:10][CH2:9]2)=[CH:4][CH:3]=1.C[Si](C)(C)[N-][Si](C)(C)C.[Li+].[CH2:31](Br)[C:32]1[CH:37]=[CH:36][CH:35]=[CH:34][CH:33]=1. (4) The catalyst is CO. The product is [CH2:1]([O:3][C:4]1[N:5]=[CH:6][C:7]2[C:12]([C:13]=1[C:14]([OH:16])=[O:15])=[CH:11][CH:10]=[CH:9][CH:8]=2)[CH3:2]. The reactants are [CH2:1]([O:3][C:4]1[N:5]=[CH:6][C:7]2[C:12]([C:13]=1[C:14]([O:16]CC)=[O:15])=[CH:11][CH:10]=[CH:9][CH:8]=2)[CH3:2].[OH-].[Na+]. The yield is 0.650.